From a dataset of Reaction yield outcomes from USPTO patents with 853,638 reactions. Predict the reaction yield, written as a fraction of the theoretical maximum amount of product (1.0 means a 100% yield; for example, 0.34 means a 34% yield). (1) The reactants are [CH3:1][CH:2](O)[CH3:3].C1(P(C2C=CC=CC=2)C2C=CC=CC=2)C=CC=CC=1.N(C(OC(C)C)=O)=NC(OC(C)C)=O.[Br:38][C:39]1[CH:48]=[CH:47][C:42]([C:43]([O:45][CH3:46])=[O:44])=[CH:41][C:40]=1[OH:49]. The catalyst is O1CCCC1. The product is [Br:38][C:39]1[CH:48]=[CH:47][C:42]([C:43]([O:45][CH3:46])=[O:44])=[CH:41][C:40]=1[O:49][CH:2]([CH3:3])[CH3:1]. The yield is 0.940. (2) The reactants are C(N(CC)CC)C.[CH3:8][C:9]1[C:17]([O:18][CH:19]2[CH2:24][CH2:23][CH2:22][NH:21][CH2:20]2)=[CH:16][CH:15]=[C:14]2[C:10]=1[CH:11]=[N:12][NH:13]2.[C:25](O)(=[O:27])[CH3:26].Cl.C(N=C=NCCCN(C)C)C.ON1C2C=CC=CC=2N=N1. The catalyst is C(OCC)(=O)C.C1(C)C=CC=CC=1.CN(C)C=O. The product is [C:25]([N:21]1[CH2:22][CH2:23][CH2:24][CH:19]([O:18][C:17]2[C:9]([CH3:8])=[C:10]3[C:14](=[CH:15][CH:16]=2)[NH:13][N:12]=[CH:11]3)[CH2:20]1)(=[O:27])[CH3:26]. The yield is 0.760. (3) The reactants are [CH2:1]([O:3][C:4]([C:6]1[N:7]=[C:8]([CH:12]([CH3:14])[CH3:13])[S:9][C:10]=1[NH2:11])=[O:5])[CH3:2].F[C:16]1[CH:21]=[CH:20][CH:19]=[CH:18][C:17]=1[N+:22]([O-:24])=[O:23].[Li+].[OH-].C(O)(C(F)(F)F)=O. The catalyst is CS(C)=O.O.C(#N)C. The product is [CH2:1]([O:3][C:4]([C:6]1[N:7]=[C:8]([CH:12]([CH3:13])[CH3:14])[S:9][C:10]=1[NH:11][C:16]1[CH:21]=[CH:20][CH:19]=[CH:18][C:17]=1[N+:22]([O-:24])=[O:23])=[O:5])[CH3:2]. The yield is 0.910. (4) The reactants are Cl[C:2]1[N:10]2[C@@H:11]([C:14]3[CH:19]=[CH:18][CH:17]=[CH:16][N:15]=3)[CH2:12][O:13][C:8]3=[C:9]2[C:4](=[CH:5][CH:6]=[C:7]3[C:20]2[C:21]([CH3:26])=[N:22][O:23][C:24]=2[CH3:25])[N:3]=1.[CH3:27][C:28]1(C)C(C)(C)OB(C=C)O1.P([O-])([O-])([O-])=O.[K+].[K+].[K+]. The catalyst is O.O1CCOCC1.C1(P(C2CCCCC2)C2C=CC=CC=2C2C(C(C)C)=CC(C(C)C)=CC=2C(C)C)CCCCC1.NC1C=CC=CC=1C1C=CC=CC=1[Pd]Cl. The product is [CH3:26][C:21]1[C:20]([C:7]2[C:8]3[O:13][CH2:12][C@H:11]([C:14]4[CH:19]=[CH:18][CH:17]=[CH:16][N:15]=4)[N:10]4[C:2]([CH:27]=[CH2:28])=[N:3][C:4]([C:9]=34)=[CH:5][CH:6]=2)=[C:24]([CH3:25])[O:23][N:22]=1. The yield is 0.780. (5) The reactants are [CH3:1][C:2]1[C:7](B(O)O)=[CH:6][N:5]2[CH:11]=[CH:12][N:13]=[C:4]2[CH:3]=1.Cl[C:15]1[N:24]=[C:23]([NH:25][CH2:26][CH2:27][C:28]2[CH:33]=[CH:32]N=C[CH:29]=2)[C:22]2[C:17](=[CH:18][CH:19]=[CH:20][CH:21]=2)[N:16]=1.[CH:34]([NH:47]C1C2C(=CC=CC=2)N=C(C2SC3C=CC=CC=3C=2)N=1)(C1C=CC=CC=1)C1C=CC=CC=1. The catalyst is C(Cl)(Cl)Cl.CO. The product is [CH3:1][C:2]1[C:7]([C:15]2[N:24]=[C:23]([NH:25][CH2:26][CH2:27][C:28]3[CH:29]=[N:47][CH:34]=[CH:32][CH:33]=3)[C:22]3[C:17](=[CH:18][CH:19]=[CH:20][CH:21]=3)[N:16]=2)=[CH:6][N:5]2[CH:11]=[CH:12][N:13]=[C:4]2[CH:3]=1. The yield is 0.480. (6) The catalyst is C(O)C. The reactants are [OH-].[Na+].C([O:5][C:6](=[O:33])[CH2:7][C:8]1[C:9]2[CH2:10][C:11]([CH3:32])([CH3:31])[N:12]=[C:13]([C:25]3[CH:30]=[CH:29][CH:28]=[CH:27][CH:26]=3)[C:14]=2[C:15]2[CH2:22][C:21]([CH3:24])([CH3:23])[O:20][C:16]=2[C:17]=1[O:18][CH3:19])C. The product is [CH3:19][O:18][C:17]1[C:16]2[O:20][C:21]([CH3:23])([CH3:24])[CH2:22][C:15]=2[C:14]2[C:13]([C:25]3[CH:30]=[CH:29][CH:28]=[CH:27][CH:26]=3)=[N:12][C:11]([CH3:31])([CH3:32])[CH2:10][C:9]=2[C:8]=1[CH2:7][C:6]([OH:33])=[O:5]. The yield is 0.250. (7) The reactants are CN(C)[CH:3]=[CH:4][C:5]([C:7]1[CH:8]=[C:9]([NH:13][C:14](=[O:25])[C:15]2[CH:20]=[CH:19][CH:18]=[C:17]([C:21]([F:24])([F:23])[F:22])[CH:16]=2)[CH:10]=[CH:11][CH:12]=1)=O.[CH3:27][N:28]1[CH2:33][CH2:32][N:31]([C:34]2[CH:35]=[C:36]([NH2:39])[NH:37][N:38]=2)[CH2:30][CH2:29]1. The catalyst is C(O)(=O)C. The product is [CH3:27][N:28]1[CH2:29][CH2:30][N:31]([C:34]2[CH:35]=[C:36]3[N:39]=[CH:3][CH:4]=[C:5]([C:7]4[CH:8]=[C:9]([NH:13][C:14](=[O:25])[C:15]5[CH:20]=[CH:19][CH:18]=[C:17]([C:21]([F:24])([F:23])[F:22])[CH:16]=5)[CH:10]=[CH:11][CH:12]=4)[N:37]3[N:38]=2)[CH2:32][CH2:33]1. The yield is 0.700.